Dataset: Catalyst prediction with 721,799 reactions and 888 catalyst types from USPTO. Task: Predict which catalyst facilitates the given reaction. (1) Reactant: [O:1]=[S:2]1(=[O:32])[C:8]2[CH:9]=[CH:10][C:11]([O:13][CH2:14][C:15]([O:17]CC)=[O:16])=[CH:12][C:7]=2[N:6]([C:20]2[CH:25]=[CH:24][CH:23]=[CH:22][CH:21]=2)[CH2:5][C:4]([CH2:28][CH2:29][CH2:30][CH3:31])([CH2:26][CH3:27])[CH2:3]1.[OH-].[Na+].C(O)C. Product: [O:32]=[S:2]1(=[O:1])[C:8]2[CH:9]=[CH:10][C:11]([O:13][CH2:14][C:15]([OH:17])=[O:16])=[CH:12][C:7]=2[N:6]([C:20]2[CH:21]=[CH:22][CH:23]=[CH:24][CH:25]=2)[CH2:5][C:4]([CH2:28][CH2:29][CH2:30][CH3:31])([CH2:26][CH3:27])[CH2:3]1. The catalyst class is: 52. (2) Reactant: [OH:1][CH2:2][CH:3]1[C:7]2[CH:8]=[CH:9][C:10]3[C:14](=[O:15])[O:13][CH2:12][C:11]=3[C:6]=2[CH2:5][CH2:4]1.CC(OI1(OC(C)=O)(OC(C)=O)OC(=O)C2C=CC=CC1=2)=O.I([O-])(=O)(=O)=O. Product: [O:15]=[C:14]1[O:13][CH2:12][C:11]2[C:6]3[CH2:5][CH2:4][CH:3]([CH:2]=[O:1])[C:7]=3[CH:8]=[CH:9][C:10]1=2. The catalyst class is: 2. (3) Reactant: [CH3:1][C@H:2]1[NH:7][CH2:6][CH2:5][N:4]([C:8]2[CH:9]=[CH:10][C:11]([C:14]#[N:15])=[N:12][CH:13]=2)[CH2:3]1.[C:16]([C:19]1[CH:20]=[C:21]([S:25](Cl)(=[O:27])=[O:26])[CH:22]=[CH:23][CH:24]=1)(=[O:18])[CH3:17].C(N(C(C)C)CC)(C)C. Product: [C:16]([C:19]1[CH:20]=[C:21]([S:25]([N:7]2[CH2:6][CH2:5][N:4]([C:8]3[CH:9]=[CH:10][C:11]([C:14]#[N:15])=[N:12][CH:13]=3)[CH2:3][C@H:2]2[CH3:1])(=[O:27])=[O:26])[CH:22]=[CH:23][CH:24]=1)(=[O:18])[CH3:17]. The catalyst class is: 4.